Task: Predict the product of the given reaction.. Dataset: Forward reaction prediction with 1.9M reactions from USPTO patents (1976-2016) (1) Given the reactants COC1C=C(OC)C=CC=1C[N:6]1[C:11](=[O:12])[C:10]2[CH:13]=[C:14]([CH2:16][CH3:17])[S:15][C:9]=2[N:8]([CH2:18][C:19]2[CH:24]=[CH:23][C:22]([C:25]3[C:26]([C:31]#[N:32])=[CH:27][CH:28]=[CH:29][CH:30]=3)=[CH:21][C:20]=2[F:33])[C:7]1=[O:34].FC(F)(F)C(O)=O, predict the reaction product. The product is: [CH2:16]([C:14]1[S:15][C:9]2[N:8]([CH2:18][C:19]3[CH:24]=[CH:23][C:22]([C:25]4[C:26]([C:31]#[N:32])=[CH:27][CH:28]=[CH:29][CH:30]=4)=[CH:21][C:20]=3[F:33])[C:7](=[O:34])[NH:6][C:11](=[O:12])[C:10]=2[CH:13]=1)[CH3:17]. (2) Given the reactants [CH2:1]([O:5][C:6]1[CH:11]=[C:10]([O:12][C:13]2[CH:18]=[CH:17][C:16]([C:19]([F:22])([F:21])[F:20])=[CH:15][N:14]=2)[CH:9]=[CH:8][C:7]=1[CH2:23][CH2:24][C:25](OCC)=[O:26])[CH:2]([CH3:4])[CH3:3].[H-].[Al+3].[Li+].[H-].[H-].[H-].O.O.O.O.O.O.O.O.O.O.S([O-])([O-])(=O)=O.[Na+].[Na+], predict the reaction product. The product is: [CH2:1]([O:5][C:6]1[CH:11]=[C:10]([O:12][C:13]2[CH:18]=[CH:17][C:16]([C:19]([F:20])([F:21])[F:22])=[CH:15][N:14]=2)[CH:9]=[CH:8][C:7]=1[CH2:23][CH2:24][CH2:25][OH:26])[CH:2]([CH3:4])[CH3:3]. (3) Given the reactants [CH2:1]([O:5][C:6]1[CH:7]=[C:8]([CH2:12][C@H:13]([NH:26]C(=O)OC(C)(C)C)[C:14]([N:16]([C:18]2[CH:23]=[CH:22][C:21]([O:24][CH3:25])=[CH:20][CH:19]=2)[CH3:17])=[O:15])[CH:9]=[CH:10][CH:11]=1)[CH2:2][CH:3]=[CH2:4].[C:34]([OH:40])([C:36]([F:39])([F:38])[F:37])=[O:35], predict the reaction product. The product is: [C:34]([OH:40])([C:36]([F:39])([F:38])[F:37])=[O:35].[NH2:26][C@@H:13]([CH2:12][C:8]1[CH:9]=[CH:10][CH:11]=[C:6]([O:5][CH2:1][CH2:2][CH:3]=[CH2:4])[CH:7]=1)[C:14]([N:16]([C:18]1[CH:19]=[CH:20][C:21]([O:24][CH3:25])=[CH:22][CH:23]=1)[CH3:17])=[O:15]. (4) Given the reactants O[CH2:2][CH2:3][O:4][C:5]1[CH:6]=[C:7]([C:14]2[C:15](=[O:31])[N:16]([CH3:30])[C:17](=[O:29])[C:18]=2[C:19]2[C:27]3[C:22](=[CH:23][CH:24]=[CH:25][CH:26]=3)[N:21]([CH3:28])[CH:20]=2)[C:8]2[O:12][CH:11]=[CH:10][C:9]=2[CH:13]=1.C1(P(C2C=CC=CC=2)C2C=CC=CC=2)C=CC=CC=1.C(Br)(Br)(Br)[Br:52], predict the reaction product. The product is: [Br:52][CH2:2][CH2:3][O:4][C:5]1[CH:6]=[C:7]([C:14]2[C:15](=[O:31])[N:16]([CH3:30])[C:17](=[O:29])[C:18]=2[C:19]2[C:27]3[C:22](=[CH:23][CH:24]=[CH:25][CH:26]=3)[N:21]([CH3:28])[CH:20]=2)[C:8]2[O:12][CH:11]=[CH:10][C:9]=2[CH:13]=1.